Predict which catalyst facilitates the given reaction. From a dataset of Catalyst prediction with 721,799 reactions and 888 catalyst types from USPTO. Reactant: [Br:1][C:2]1[CH:7]=[C:6]([C:8]#[N:9])[CH:5]=[C:4](Br)[C:3]=1[NH:11][C:12]([NH2:14])=[S:13].N1C2C(=CC=C3C=2N=CC=C3)C=CC=1.C([O-])([O-])=O.[Cs+].[Cs+].O. Product: [NH2:14][C:12]1[S:13][C:4]2[CH:5]=[C:6]([C:8]#[N:9])[CH:7]=[C:2]([Br:1])[C:3]=2[N:11]=1. The catalyst class is: 185.